From a dataset of Reaction yield outcomes from USPTO patents with 853,638 reactions. Predict the reaction yield, written as a fraction of the theoretical maximum amount of product (1.0 means a 100% yield; for example, 0.34 means a 34% yield). (1) The reactants are [Cl-].O[NH3+:3].[C:4](=[O:7])([O-])[OH:5].[Na+].CS(C)=O.[F:13][C:14]1[CH:15]=[C:16]([C:44]2[C:45]([C:50]#[N:51])=[CH:46][CH:47]=[CH:48][CH:49]=2)[CH:17]=[CH:18][C:19]=1[CH2:20][C:21]1[C:26](=[O:27])[N:25]([C:28]2[CH:33]=[CH:32][C:31]([O:34][C:35]([CH3:39])([CH3:38])[CH2:36][OH:37])=[CH:30][CH:29]=2)[C:24]([CH3:40])=[N:23][C:22]=1[CH2:41][CH2:42][CH3:43]. The catalyst is O.C(OCC)(=O)C. The product is [F:13][C:14]1[CH:15]=[C:16]([C:44]2[CH:49]=[CH:48][CH:47]=[CH:46][C:45]=2[C:50]2[NH:3][C:4](=[O:7])[O:5][N:51]=2)[CH:17]=[CH:18][C:19]=1[CH2:20][C:21]1[C:26](=[O:27])[N:25]([C:28]2[CH:33]=[CH:32][C:31]([O:34][C:35]([CH3:38])([CH3:39])[CH2:36][OH:37])=[CH:30][CH:29]=2)[C:24]([CH3:40])=[N:23][C:22]=1[CH2:41][CH2:42][CH3:43]. The yield is 0.610. (2) The reactants are [C:1]([C:5]1[O:14][C:8]2[N:9]=[CH:10][NH:11][C:12](=O)[C:7]=2[CH:6]=1)([CH3:4])([CH3:3])[CH3:2].O=P(Cl)(Cl)[Cl:17]. No catalyst specified. The product is [C:1]([C:5]1[O:14][C:8]2[N:9]=[CH:10][N:11]=[C:12]([Cl:17])[C:7]=2[CH:6]=1)([CH3:4])([CH3:3])[CH3:2]. The yield is 0.730. (3) The reactants are [H-].[Na+].[OH:3][C:4]1[CH:5]=[C:6]2[C:10](=[CH:11][CH:12]=1)[C:9](=[O:13])[NH:8][CH2:7]2.F[C:15]1[CH:20]=[CH:19][C:18]([N+:21]([O-:23])=[O:22])=[CH:17][CH:16]=1.O. The catalyst is CN(C=O)C. The product is [C:9]1(=[O:13])[C:10]2[C:6](=[CH:5][C:4]([O:3][C:15]3[CH:20]=[CH:19][C:18]([N+:21]([O-:23])=[O:22])=[CH:17][CH:16]=3)=[CH:12][CH:11]=2)[CH2:7][NH:8]1. The yield is 0.890. (4) The reactants are [Cl:1][C:2]1[CH:7]=[CH:6][C:5]([C:8]2([C:12]([N:14]3[CH2:19][CH2:18][CH2:17][CH:16]([CH2:20][OH:21])[CH2:15]3)=[O:13])[CH2:11][CH2:10][CH2:9]2)=[CH:4][CH:3]=1.C(N(CC)CC)C.[CH3:29][S:30](Cl)(=[O:32])=[O:31]. The catalyst is ClCCl. The product is [Cl:1][C:2]1[CH:3]=[CH:4][C:5]([C:8]2([C:12]([N:14]3[CH2:19][CH2:18][CH2:17][CH:16]([CH2:20][O:21][S:30]([CH3:29])(=[O:32])=[O:31])[CH2:15]3)=[O:13])[CH2:11][CH2:10][CH2:9]2)=[CH:6][CH:7]=1. The yield is 0.710. (5) The reactants are Cl[C:2]1[N:3]=[CH:4][C:5]([C:8]([NH:10][C:11]2[NH:12][N:13]=[C:14]([O:16][CH2:17][C:18]3[CH:23]=[C:22]([O:24][CH3:25])[CH:21]=[C:20]([O:26][CH3:27])[CH:19]=3)[CH:15]=2)=[O:9])=[N:6][CH:7]=1.CN1[C@@H](C)CNC[C@H]1C.[CH3:37][C@H:38]1[CH2:43][NH:42][CH2:41][C@@H:40]([CH3:44])[N:39]1[CH2:45][C:46]#[N:47].C(N(C(C)C)C(C)C)C. The catalyst is CS(C)=O.CO. The product is [C:46]([CH2:45][N:39]1[C@@H:38]([CH3:37])[CH2:43][N:42]([C:2]2[N:3]=[CH:4][C:5]([C:8]([NH:10][C:11]3[NH:12][N:13]=[C:14]([O:16][CH2:17][C:18]4[CH:23]=[C:22]([O:24][CH3:25])[CH:21]=[C:20]([O:26][CH3:27])[CH:19]=4)[CH:15]=3)=[O:9])=[N:6][CH:7]=2)[CH2:41][C@H:40]1[CH3:44])#[N:47]. The yield is 0.180. (6) The reactants are [Cl-].O[NH3+:3].[C:4](=[O:7])([O-])[OH:5].[Na+].CS(C)=O.[CH3:13][C:14]1[N:15]=[C:16]([CH2:42][CH2:43][CH3:44])[N:17]([CH2:27][C:28]2[CH:33]=[CH:32][C:31]([C:34]3[C:35]([C:40]#[N:41])=[CH:36][CH:37]=[CH:38][CH:39]=3)=[CH:30][CH:29]=2)[C:18](=[O:26])[C:19]=1[C:20]1[CH:25]=[CH:24][CH:23]=[CH:22][CH:21]=1. The catalyst is O.C(OCC)(=O)C. The product is [CH3:13][C:14]1[N:15]=[C:16]([CH2:42][CH2:43][CH3:44])[N:17]([CH2:27][C:28]2[CH:33]=[CH:32][C:31]([C:34]3[CH:39]=[CH:38][CH:37]=[CH:36][C:35]=3[C:40]3[NH:3][C:4](=[O:7])[O:5][N:41]=3)=[CH:30][CH:29]=2)[C:18](=[O:26])[C:19]=1[C:20]1[CH:21]=[CH:22][CH:23]=[CH:24][CH:25]=1. The yield is 0.550. (7) The reactants are [C:1]([N:4]([C:17]1[CH:22]=[C:21]([F:23])[CH:20]=[CH:19][C:18]=1Br)[CH2:5][CH:6]=[CH:7][CH:8]1[CH:12]([CH3:13])[CH2:11][CH2:10][N:9]1[C:14]([OH:16])=[O:15])(=[O:3])[CH3:2].C([O-])([O-])=O.[K+].[K+]. The catalyst is [N+](CCCC)(CCCC)(CCCC)CCCC.[Cl-].CN(C=O)C.C([O-])(=O)C.[Pd+2].C([O-])(=O)C. The product is [C:12]([O:16][C:14]([N:9]1[CH2:10][CH2:11][CH:12]([CH3:13])[CH:8]1[CH2:7][C:6]1[C:18]2[C:17](=[CH:22][C:21]([F:23])=[CH:20][CH:19]=2)[N:4]([C:1](=[O:3])[CH3:2])[CH:5]=1)=[O:15])([CH3:13])([CH3:8])[CH3:11]. The yield is 0.540. (8) The reactants are [NH2:1][CH:2]1[CH2:5][N:4]([C@H:6]2[CH2:11][CH2:10][C@H:9]([CH2:12][NH:13][C:14]3[C:19]([N+:20]([O-:22])=[O:21])=[CH:18][N:17]=[C:16]([NH:23][CH2:24][C:25]4[CH:30]=[CH:29][CH:28]=[CH:27][C:26]=4[O:31][C:32]([F:35])([F:34])[F:33])[N:15]=3)[CH2:8][CH2:7]2)[CH2:3]1.[C:36](OC(=O)C)(=[O:38])[CH3:37].C(N(CC)CC)C. The catalyst is C(Cl)Cl. The product is [N+:20]([C:19]1[C:14]([NH:13][CH2:12][C@H:9]2[CH2:10][CH2:11][C@H:6]([N:4]3[CH2:5][CH:2]([NH:1][C:36](=[O:38])[CH3:37])[CH2:3]3)[CH2:7][CH2:8]2)=[N:15][C:16]([NH:23][CH2:24][C:25]2[CH:30]=[CH:29][CH:28]=[CH:27][C:26]=2[O:31][C:32]([F:34])([F:35])[F:33])=[N:17][CH:18]=1)([O-:22])=[O:21]. The yield is 0.740.